From a dataset of Full USPTO retrosynthesis dataset with 1.9M reactions from patents (1976-2016). Predict the reactants needed to synthesize the given product. (1) The reactants are: [C:1]([O:5][C:6](=[O:20])[N:7]([C@H:9]([C:15]1[O:16]C=CC=1)[C@H:10]([CH3:14])[CH2:11][O:12][CH3:13])[CH3:8])([CH3:4])([CH3:3])[CH3:2].[OH2:21].C(Cl)(Cl)(Cl)Cl.CC#N. Given the product [C:1]([O:5][C:6]([N:7]([CH3:8])[C@@H:9]([C@H:10]([CH3:14])[CH2:11][O:12][CH3:13])[C:15]([OH:16])=[O:21])=[O:20])([CH3:2])([CH3:3])[CH3:4], predict the reactants needed to synthesize it. (2) Given the product [Cl:25][C:18]1[CH:19]=[C:20]([O:23][CH3:24])[CH:21]=[CH:22][C:17]=1[CH2:16][C:11]([C:8]1[CH:9]=[CH:10][C:5]2[O:4][C:3](=[O:14])[N:2]([CH3:1])[C:6]=2[CH:7]=1)=[O:12], predict the reactants needed to synthesize it. The reactants are: [CH3:1][N:2]1[C:6]2[CH:7]=[C:8]([C:11](Cl)=[O:12])[CH:9]=[CH:10][C:5]=2[O:4][C:3]1=[O:14].Br[CH2:16][C:17]1[CH:22]=[CH:21][C:20]([O:23][CH3:24])=[CH:19][C:18]=1[Cl:25].C([O-])(O)=O.[Na+]. (3) Given the product [ClH:1].[CH2:20]([CH:22]1[CH2:27][CH2:26][N:25]([C:2]2[C:11]3[C:6](=[CH:7][CH:8]=[CH:9][CH:10]=3)[CH:5]=[C:4]([C:12]3[CH:17]=[CH:16][C:15]([O:18][CH3:19])=[CH:14][CH:13]=3)[N:3]=2)[CH2:24][CH2:23]1)[CH3:21], predict the reactants needed to synthesize it. The reactants are: [Cl:1][C:2]1[C:11]2[C:6](=[CH:7][CH:8]=[CH:9][CH:10]=2)[CH:5]=[C:4]([C:12]2[CH:17]=[CH:16][C:15]([O:18][CH3:19])=[CH:14][CH:13]=2)[N:3]=1.[CH2:20]([CH:22]1[CH2:27][CH2:26][NH:25][CH2:24][CH2:23]1)[CH3:21].C(N(CC)CC)C.